This data is from Forward reaction prediction with 1.9M reactions from USPTO patents (1976-2016). The task is: Predict the product of the given reaction. (1) Given the reactants C[O:2][C:3]([C:5]1[N:6]=[C:7]([C:23]#[N:24])[C:8]2[C:13]([C:14]=1[OH:15])=[CH:12][CH:11]=[C:10]([O:16][C:17]1[CH:22]=[CH:21][CH:20]=[CH:19][CH:18]=1)[CH:9]=2)=O.[C:25]([O:29][C:30]([C:32]1([CH2:39][NH2:40])[CH2:37][CH2:36][S:35](=[O:38])[CH2:34][CH2:33]1)=[O:31])([CH3:28])([CH3:27])[CH3:26], predict the reaction product. The product is: [C:25]([O:29][C:30]([C:32]1([CH2:39][NH:40][C:3]([C:5]2[N:6]=[C:7]([C:23]#[N:24])[C:8]3[C:13]([C:14]=2[OH:15])=[CH:12][CH:11]=[C:10]([O:16][C:17]2[CH:22]=[CH:21][CH:20]=[CH:19][CH:18]=2)[CH:9]=3)=[O:2])[CH2:33][CH2:34][S:35](=[O:38])[CH2:36][CH2:37]1)=[O:31])([CH3:28])([CH3:27])[CH3:26]. (2) Given the reactants [CH3:1][C@@H:2]1[CH2:7][CH2:6][CH2:5][CH2:4][C@H:3]1O.C1(P(C2C=CC=CC=2)C2C=CC=CC=2)C=CC=CC=1.N(C(OCC)=O)=NC(OCC)=O.C1(P([N:54]=[N+:55]=[N-:56])(C2C=CC=CC=2)=O)C=CC=CC=1, predict the reaction product. The product is: [N:54]([C@@H:3]1[CH2:4][CH2:5][CH2:6][CH2:7][C@@H:2]1[CH3:1])=[N+:55]=[N-:56]. (3) Given the reactants [NH2:1][C:2]1[CH:3]=[C:4]2[C:8](=[CH:9][CH:10]=1)[NH:7][CH:6]=[CH:5]2.CCN=C=NCCCN(C)C.C1C=C2N=NN(O)C2=CC=1.O.[C:33]([O:37][C:38]([N:40]1[CH2:45][CH2:44][CH:43]([C:46](O)=[O:47])[CH2:42][CH2:41]1)=[O:39])([CH3:36])([CH3:35])[CH3:34], predict the reaction product. The product is: [C:33]([O:37][C:38]([N:40]1[CH2:45][CH2:44][CH:43]([C:46]([NH:1][C:2]2[CH:3]=[C:4]3[C:8](=[CH:9][CH:10]=2)[NH:7][CH:6]=[CH:5]3)=[O:47])[CH2:42][CH2:41]1)=[O:39])([CH3:36])([CH3:35])[CH3:34].